The task is: Predict the reaction yield, written as a fraction of the theoretical maximum amount of product (1.0 means a 100% yield; for example, 0.34 means a 34% yield).. This data is from Reaction yield outcomes from USPTO patents with 853,638 reactions. (1) The reactants are C(OC([NH:8][N:9]([C:13]([C:15]1[N:24]=[C:23]2[N:17]([CH2:18][CH2:19][O:20][C:21]3[CH:28]=[C:27]([Br:29])[CH:26]=[CH:25][C:22]=32)[CH:16]=1)=[O:14])[CH:10]([CH3:12])[CH3:11])=O)(C)(C)C.[ClH:30].O1CCOCC1. The catalyst is CO. The product is [ClH:30].[ClH:30].[CH:10]([N:9]([C:13]([C:15]1[N:24]=[C:23]2[N:17]([CH2:18][CH2:19][O:20][C:21]3[CH:28]=[C:27]([Br:29])[CH:26]=[CH:25][C:22]=32)[CH:16]=1)=[O:14])[NH2:8])([CH3:12])[CH3:11]. The yield is 1.00. (2) The reactants are Cl.[Si:2]([O:19][CH2:20][C:21]1[C:22]([O:32][CH3:33])=[N:23][C:24]([CH:27](OC)[O:28]C)=[CH:25][CH:26]=1)([C:15]([CH3:18])([CH3:17])[CH3:16])([C:9]1[CH:14]=[CH:13][CH:12]=[CH:11][CH:10]=1)[C:3]1[CH:8]=[CH:7][CH:6]=[CH:5][CH:4]=1.O. The catalyst is O1CCCC1. The product is [Si:2]([O:19][CH2:20][C:21]1[CH:26]=[CH:25][C:24]([CH:27]=[O:28])=[N:23][C:22]=1[O:32][CH3:33])([C:15]([CH3:18])([CH3:17])[CH3:16])([C:9]1[CH:10]=[CH:11][CH:12]=[CH:13][CH:14]=1)[C:3]1[CH:4]=[CH:5][CH:6]=[CH:7][CH:8]=1. The yield is 0.730. (3) The reactants are C([O:4][C@H:5]([CH3:23])[CH2:6][CH2:7][CH2:8][CH2:9][N:10]1[C:18]2[N:17]=[CH:16][N:15]([CH3:19])[C:14]=2[C:13](=[O:20])[N:12]([CH3:21])[C:11]1=[O:22])(=O)C.Cl.C(OCC)C. The catalyst is CO. The product is [OH:4][C@H:5]([CH3:23])[CH2:6][CH2:7][CH2:8][CH2:9][N:10]1[C:18]2[N:17]=[CH:16][N:15]([CH3:19])[C:14]=2[C:13](=[O:20])[N:12]([CH3:21])[C:11]1=[O:22]. The yield is 0.850. (4) The reactants are [Cl:1][C:2]1[CH:7]=[C:6]([Cl:8])[CH:5]=[CH:4][C:3]=1[N:9]1[C:14]2=[N:15][C:16]3[C:17](=[C:18]([CH:22]=[O:23])[CH:19]=[CH:20][CH:21]=3)[N:13]2[CH2:12][CH2:11][CH2:10]1.[CH:24]1([Mg]Br)[CH2:26][CH2:25]1. The catalyst is O1CCCC1. The product is [CH:24]1([CH:22]([C:18]2[C:17]3[N:13]4[CH2:12][CH2:11][CH2:10][N:9]([C:3]5[CH:4]=[CH:5][C:6]([Cl:8])=[CH:7][C:2]=5[Cl:1])[C:14]4=[N:15][C:16]=3[CH:21]=[CH:20][CH:19]=2)[OH:23])[CH2:26][CH2:25]1. The yield is 0.760.